Dataset: Human liver microsome stability data. Task: Regression/Classification. Given a drug SMILES string, predict its absorption, distribution, metabolism, or excretion properties. Task type varies by dataset: regression for continuous measurements (e.g., permeability, clearance, half-life) or binary classification for categorical outcomes (e.g., BBB penetration, CYP inhibition). Dataset: hlm. (1) The drug is Cc1c(-c2cccnc2)n(C)c2ccccc12. The result is 1 (stable in human liver microsomes). (2) The compound is COc1ccc(C(=O)NCc2cccc(C(=O)Nc3ccc4c(c3)CNCC4)c2)cc1OC. The result is 0 (unstable in human liver microsomes). (3) The compound is Cc1ccc2c(c1)CC(C)N2C(=O)c1ccc2c(n1)N(C1CC1)C(C)C(=O)N2C. The result is 1 (stable in human liver microsomes). (4) The compound is CC(C)(C)CCn1c(=O)c(C2=CS(=O)(=O)c3cc(NS(C)(=O)=O)ccc3N2)c(O)c2cccn21. The result is 1 (stable in human liver microsomes). (5) The molecule is CC(=O)O[C@H]1C[C@H]2[C@@H]([C@H](OC(C)=O)C[C@@H]3C[C@H](O)CC[C@@]32C)[C@@H]2CC[C@H]([C@H](C)CCCNCCCNc3ccnc4cc(Cl)ccc34)[C@@]12C. The result is 1 (stable in human liver microsomes). (6) The drug is CCc1nc2cc(Cl)ccn2c1C(=O)NCc1ccc2oc(-c3ccc(OC(F)(F)F)cc3)nc2c1. The result is 0 (unstable in human liver microsomes).